This data is from NCI-60 drug combinations with 297,098 pairs across 59 cell lines. The task is: Regression. Given two drug SMILES strings and cell line genomic features, predict the synergy score measuring deviation from expected non-interaction effect. (1) Drug 1: CC12CCC3C(C1CCC2=O)CC(=C)C4=CC(=O)C=CC34C. Drug 2: CN1C(=O)N2C=NC(=C2N=N1)C(=O)N. Cell line: SF-268. Synergy scores: CSS=50.1, Synergy_ZIP=1.77, Synergy_Bliss=5.22, Synergy_Loewe=4.19, Synergy_HSA=4.27. (2) Synergy scores: CSS=9.19, Synergy_ZIP=-4.39, Synergy_Bliss=-7.96, Synergy_Loewe=0.808, Synergy_HSA=-4.12. Drug 1: C1CNP(=O)(OC1)N(CCCl)CCCl. Drug 2: C(CCl)NC(=O)N(CCCl)N=O. Cell line: OVCAR3.